Dataset: Reaction yield outcomes from USPTO patents with 853,638 reactions. Task: Predict the reaction yield, written as a fraction of the theoretical maximum amount of product (1.0 means a 100% yield; for example, 0.34 means a 34% yield). (1) The reactants are [B:10]1([B:10]2[O:14][C:13]([CH3:16])([CH3:15])[C:12]([CH3:18])([CH3:17])[O:11]2)[O:14][C:13]([CH3:16])([CH3:15])[C:12]([CH3:18])([CH3:17])[O:11]1.CC([O-])=O.[K+].Br[C:25]1[C:26]([C:31]2[CH:36]=[CH:35][CH:34]=[CH:33][CH:32]=2)=[N:27][CH:28]=[CH:29][CH:30]=1.O. The catalyst is O1CCOCC1.C1C=CC(P(C2C=CC=CC=2)[C-]2C=CC=C2)=CC=1.C1C=CC(P(C2C=CC=CC=2)[C-]2C=CC=C2)=CC=1.Cl[Pd]Cl.[Fe+2]. The product is [C:31]1([C:26]2[C:25]([B:10]3[O:11][C:12]([CH3:17])([CH3:18])[C:13]([CH3:15])([CH3:16])[O:14]3)=[CH:30][CH:29]=[CH:28][N:27]=2)[CH:32]=[CH:33][CH:34]=[CH:35][CH:36]=1. The yield is 0.280. (2) The reactants are [CH3:1][O:2][C@H:3]1[CH2:8][CH2:7][C@H:6]2[C@H:9]3[C@H:19]([CH2:20][CH2:21][C@:4]12[CH3:5])[C@:17]1([CH3:18])[CH:12]([CH2:13][CH:14]=[CH:15][CH2:16]1)[CH2:11][CH2:10]3.C1C=C(Cl)C=C(C(OO)=[O:30])C=1. The catalyst is ClCCl. The product is [CH3:1][O:2][C@H:3]1[CH2:8][CH2:7][C@H:6]2[C@H:9]3[C@H:19]([CH2:20][CH2:21][C@:4]12[CH3:5])[C@:17]1([CH3:18])[CH:12]([CH2:13][C@@H:14]2[O:30][C@@H:15]2[CH2:16]1)[CH2:11][CH2:10]3. The yield is 0.750.